This data is from Merck oncology drug combination screen with 23,052 pairs across 39 cell lines. The task is: Regression. Given two drug SMILES strings and cell line genomic features, predict the synergy score measuring deviation from expected non-interaction effect. Drug 1: Cn1nnc2c(C(N)=O)ncn2c1=O. Drug 2: C#Cc1cccc(Nc2ncnc3cc(OCCOC)c(OCCOC)cc23)c1. Cell line: SKOV3. Synergy scores: synergy=-6.87.